This data is from Peptide-MHC class II binding affinity with 134,281 pairs from IEDB. The task is: Regression. Given a peptide amino acid sequence and an MHC pseudo amino acid sequence, predict their binding affinity value. This is MHC class II binding data. (1) The peptide sequence is ISGYNFSLGAAVKAG. The MHC is DRB5_0101 with pseudo-sequence DRB5_0101. The binding affinity (normalized) is 0.895. (2) The peptide sequence is KSTNGLRIKSYEDAK. The MHC is HLA-DPA10201-DPB10501 with pseudo-sequence HLA-DPA10201-DPB10501. The binding affinity (normalized) is 0.148. (3) The peptide sequence is LTQPLQQVTSLFSQV. The MHC is HLA-DPA10103-DPB10401 with pseudo-sequence HLA-DPA10103-DPB10401. The binding affinity (normalized) is 0.766. (4) The MHC is DRB3_0101 with pseudo-sequence DRB3_0101. The peptide sequence is SRWSSPDNVKPIYIV. The binding affinity (normalized) is 0.524. (5) The peptide sequence is SKEEKDTNGTDRAEI. The MHC is DRB1_1302 with pseudo-sequence DRB1_1302. The binding affinity (normalized) is 0. (6) The MHC is DRB1_1602 with pseudo-sequence DRB1_1602. The binding affinity (normalized) is 0.412. The peptide sequence is EKKHFAATQFEPLAA. (7) The peptide sequence is RQNIHSLSPQEREQF. The MHC is DRB1_0101 with pseudo-sequence DRB1_0101. The binding affinity (normalized) is 0.543.